This data is from Peptide-MHC class I binding affinity with 185,985 pairs from IEDB/IMGT. The task is: Regression. Given a peptide amino acid sequence and an MHC pseudo amino acid sequence, predict their binding affinity value. This is MHC class I binding data. (1) The binding affinity (normalized) is 0. The MHC is HLA-A23:01 with pseudo-sequence HLA-A23:01. The peptide sequence is SSQGSEYDY. (2) The binding affinity (normalized) is 0.305. The MHC is HLA-A03:01 with pseudo-sequence HLA-A03:01. The peptide sequence is FLLRHYYNKR.